This data is from Drug-target binding data from BindingDB using Ki measurements. The task is: Regression. Given a target protein amino acid sequence and a drug SMILES string, predict the binding affinity score between them. We predict pKi (pKi = -log10(Ki in M); higher means stronger inhibition). Dataset: bindingdb_ki. The drug is CCc1cc(Nc2cc(=O)n(CCCCN3CCN(c4cc5c(cc4F)c(=O)c(C(=O)O)cn5C4CC4)C[C@H]3C)c(=O)[nH]2)ccc1C. The target protein (P13267) has sequence MEQLSVNRRQFQILLQQINMTDDTFMTYFEHGEIKKLTIHKASKSWHFHFQFKSLLPFQIYDTLTTRLTQSFAHIAKVTSSIEVQDAEVSESIVQDYWSRCIEELQGISPPIISLLNQQKPKLKGNKLIVKTKTDTEAAALKNKYSSMIQAEYRQFGFPDLQLDAEIFVSEQEVQKFREQKLAEDQERAMQALIEMEKKDKESDEDQAPSGPLVIGYQIKDNEEIRTLDSIMDEERRITVQGYVFDVETRELKSGRTLCIFKITDYTNSILIKMFAREKEDAALMKSLKKGMWVKARGSIQNDTFVRDLVMIANDVNEIKAKTREDSAPEGEKRVELHLHSPMSQMDAVTGIGKLVEQAKKWGHEAIALTDHAVVQSFPDAYSAAKKHGIKMIYGMEANLVDDGVPIAYNAAHRLLEEETYVVFDVETTGLSAVYDTIIELAAVKVKGGEIIDKFEAFANPHRPLSATIIELTGITDDMLQDAPDVVDVIRDFREWIGDD.... The pKi is 7.9.